From a dataset of Reaction yield outcomes from USPTO patents with 853,638 reactions. Predict the reaction yield, written as a fraction of the theoretical maximum amount of product (1.0 means a 100% yield; for example, 0.34 means a 34% yield). The reactants are [NH2:1][C:2]1[C:3]([CH3:19])=[C:4]2[C:9](=[CH:10][C:11]=1[C:12]([OH:14])=[O:13])[N:8]=[C:7]([C:15]([F:18])([F:17])[F:16])[CH:6]=[CH:5]2.[Cl:20][C:21]1[C:22]([N:27]2[C:31]([C:32](O)=O)=[CH:30][C:29]([C:35]([F:38])([F:37])[F:36])=[N:28]2)=[N:23][CH:24]=[CH:25][CH:26]=1.N1C=CC=CC=1.CS(Cl)(=O)=O. The catalyst is C(#N)C.C(OCC)(=O)C.CCCCCC. The product is [Cl:20][C:21]1[C:22]([N:27]2[C:31]([C:32]3[O:13][C:12](=[O:14])[C:11]4[C:2](=[C:3]([CH3:19])[C:4]5[C:9]([CH:10]=4)=[N:8][C:7]([C:15]([F:18])([F:16])[F:17])=[CH:6][CH:5]=5)[N:1]=3)=[CH:30][C:29]([C:35]([F:38])([F:36])[F:37])=[N:28]2)=[N:23][CH:24]=[CH:25][CH:26]=1. The yield is 0.857.